The task is: Predict which catalyst facilitates the given reaction.. This data is from Catalyst prediction with 721,799 reactions and 888 catalyst types from USPTO. (1) Product: [C:7]([NH:11][C:12]1[N:3]2[NH:4][CH:5]=[N:6][C:2]2=[N:1][C:19]=1[C:16]1[CH:17]=[CH:18][N:13]=[CH:14][CH:15]=1)([CH3:10])([CH3:9])[CH3:8]. Reactant: [NH2:1][C:2]1[N:6]=[CH:5][NH:4][N:3]=1.[C:7]([N+:11]#[C-:12])([CH3:10])([CH3:9])[CH3:8].[N:13]1[CH:18]=[CH:17][C:16]([CH:19]=O)=[CH:15][CH:14]=1. The catalyst class is: 519. (2) Reactant: [OH:1][C:2]1[CH:7]=[CH:6][CH:5]=[CH:4][C:3]=1[C:8](=O)[CH3:9].Cl[CH2:12][C:13](=[O:15])C.[C:16]([O-])([O-])=O.[K+].[K+]. Product: [CH3:16][C:8]1[C:3]2[CH:4]=[CH:5][CH:6]=[CH:7][C:2]=2[O:1][C:9]=1[C:13](=[O:15])[CH3:12]. The catalyst class is: 6. (3) Reactant: [F:1][C:2]1[CH:7]=[CH:6][C:5]([NH:8][NH2:9])=[CH:4][CH:3]=1.[N+:10]([C:13]1[CH:14]=[C:15]([CH:29]=[CH:30][CH:31]=1)[C:16]([C:18](=[CH:21]NC1C=CC=CC=1)[C:19]#[N:20])=[O:17])([O-:12])=[O:11]. Product: [NH2:20][C:19]1[N:8]([C:5]2[CH:6]=[CH:7][C:2]([F:1])=[CH:3][CH:4]=2)[N:9]=[CH:21][C:18]=1[C:16](=[O:17])[C:15]1[CH:29]=[CH:30][CH:31]=[C:13]([N+:10]([O-:12])=[O:11])[CH:14]=1. The catalyst class is: 8. (4) Reactant: [NH2:1][CH:2]1[CH2:7][CH2:6][N:5]([CH2:8][CH2:9][N:10]2[C:19]3[C:14](=[CH:15][CH:16]=[C:17]([F:20])[CH:18]=3)[N:13]=[CH:12][C:11]2=[O:21])[CH2:4][CH2:3]1.[O:22]=[C:23]1[C:32]([CH:33]=O)=[CH:31][C:30]2[C:25](=[CH:26][CH:27]=[CH:28][CH:29]=2)[NH:24]1.C(O[BH-](OC(=O)C)OC(=O)C)(=O)C.[Na+]. Product: [F:20][C:17]1[CH:18]=[C:19]2[C:14]([N:13]=[CH:12][C:11](=[O:21])[N:10]2[CH2:9][CH2:8][N:5]2[CH2:4][CH2:3][CH:2]([NH:1][CH2:33][C:32]3[C:23](=[O:22])[NH:24][C:25]4[C:30]([CH:31]=3)=[CH:29][CH:28]=[CH:27][CH:26]=4)[CH2:7][CH2:6]2)=[CH:15][CH:16]=1. The catalyst class is: 5. (5) Reactant: [Br:1][C:2]1[CH:3]=[C:4]2[C:8](=[CH:9][CH:10]=1)[NH:7][C:6](=[O:11])[C:5]2=[O:12].[CH2:13](O)[CH2:14][OH:15].CC1C=CC(S(O)(=O)=O)=CC=1. Product: [Br:1][C:2]1[CH:3]=[C:4]2[C:8](=[CH:9][CH:10]=1)[NH:7][C:6](=[O:11])[C:5]12[O:15][CH2:14][CH2:13][O:12]1. The catalyst class is: 11. (6) Reactant: [Br:1][C:2]1[N:10]2[C:5]([C:6](Cl)=[N:7][CH:8]=[N:9]2)=[CH:4][CH:3]=1.[CH3:12][S:13][Na]. Product: [Br:1][C:2]1[N:10]2[C:5]([C:6]([S:13][CH3:12])=[N:7][CH:8]=[N:9]2)=[CH:4][CH:3]=1. The catalyst class is: 1. (7) Reactant: [NH2:1][C:2]1[CH:7]=[CH:6][C:5]([CH:8]([CH3:12])[C:9]([OH:11])=[O:10])=[CH:4][CH:3]=1.C[Si](Cl)(C)C.C(N(CC)CC)C.C([C:28]1([OH:37])[CH:36]=[CH:35][CH:34]=[CH:33][CH:29]1[C:30](Cl)=[O:31])(=O)C. Product: [C:30]([NH:1][C:2]1[CH:3]=[CH:4][C:5]([CH:8]([CH3:12])[C:9]([OH:11])=[O:10])=[CH:6][CH:7]=1)(=[O:31])[C:29]1[C:28](=[CH:36][CH:35]=[CH:34][CH:33]=1)[OH:37]. The catalyst class is: 2.